From a dataset of Forward reaction prediction with 1.9M reactions from USPTO patents (1976-2016). Predict the product of the given reaction. (1) Given the reactants [Cl:1][C:2]1[CH:7]=[CH:6][C:5]([C@@H:8]2[CH2:12][NH:11][CH2:10][C@H:9]2[C:13]([N:15]2[CH2:24][C@@H:23]([N:25]([CH:32]3[CH2:37][CH2:36][C:35]([CH3:39])([CH3:38])[CH2:34][CH2:33]3)[C:26](=[O:31])[C:27]([CH3:30])([CH3:29])[CH3:28])[CH2:22][C@H:16]2[C:17]([N:19]([CH3:21])[CH3:20])=[O:18])=[O:14])=[CH:4][CH:3]=1.[O:40]([C:42]#[N:43])[K].C(O)(=O)C, predict the reaction product. The product is: [NH2:43][C:42]([N:11]1[CH2:12][C@@H:8]([C:5]2[CH:6]=[CH:7][C:2]([Cl:1])=[CH:3][CH:4]=2)[C@H:9]([C:13]([N:15]2[CH2:24][C@@H:23]([N:25]([CH:32]3[CH2:37][CH2:36][C:35]([CH3:39])([CH3:38])[CH2:34][CH2:33]3)[C:26](=[O:31])[C:27]([CH3:30])([CH3:29])[CH3:28])[CH2:22][C@H:16]2[C:17]([N:19]([CH3:21])[CH3:20])=[O:18])=[O:14])[CH2:10]1)=[O:40]. (2) Given the reactants [CH3:1][O:2][C:3]1[CH:21]=[CH:20][C:6]2[NH:7][C:8]([S:10][CH2:11][C:12]3[CH:17]=[CH:16][CH:15]=[C:14]([CH3:18])[C:13]=3[NH2:19])=[N:9][C:5]=2[CH:4]=1.C([O:24]CC)C, predict the reaction product. The product is: [CH3:1][O:2][C:3]1[CH:21]=[CH:20][C:6]2[NH:7][C:8]([S:10]([CH2:11][C:12]3[CH:17]=[CH:16][CH:15]=[C:14]([CH3:18])[C:13]=3[NH2:19])=[O:24])=[N:9][C:5]=2[CH:4]=1. (3) Given the reactants [CH3:1][C:2]([CH:7]1[CH2:12][CH2:11][C:10](=[O:13])[CH2:9][CH2:8]1)([CH3:6])[C:3]([OH:5])=[O:4].CCN(C(C)C)C(C)C.[CH2:23](Br)[C:24]1[CH:29]=[CH:28][CH:27]=[CH:26][CH:25]=1, predict the reaction product. The product is: [CH3:6][C:2]([CH:7]1[CH2:8][CH2:9][C:10](=[O:13])[CH2:11][CH2:12]1)([CH3:1])[C:3]([O:5][CH2:23][C:24]1[CH:29]=[CH:28][CH:27]=[CH:26][CH:25]=1)=[O:4]. (4) Given the reactants [Br:1][C:2]1[C:3]([C:17]([F:20])([F:19])[F:18])=[CH:4][C:5]([N+:14]([O-:16])=[O:15])=[C:6]([N:8]([CH3:13])[CH:9]([CH3:12])[CH2:10]O)[CH:7]=1.N1C=CC=CC=1.S(Cl)([Cl:29])=O, predict the reaction product. The product is: [Br:1][C:2]1[C:3]([C:17]([F:20])([F:19])[F:18])=[CH:4][C:5]([N+:14]([O-:16])=[O:15])=[C:6]([CH:7]=1)[N:8]([CH:9]([CH3:12])[CH2:10][Cl:29])[CH3:13]. (5) The product is: [NH:21]1[C:29]2[C:24](=[CH:25][C:26]([C:2]3[C:11]([N:12]([CH:14]([CH3:16])[CH3:15])[CH3:13])=[N:10][C:9]4[C:4](=[CH:5][CH:6]=[C:7]([C:17]([O:19][CH3:20])=[O:18])[CH:8]=4)[N:3]=3)=[CH:27][CH:28]=2)[CH:23]=[N:22]1. Given the reactants Cl[C:2]1[C:11]([N:12]([CH:14]([CH3:16])[CH3:15])[CH3:13])=[N:10][C:9]2[C:4](=[CH:5][CH:6]=[C:7]([C:17]([O:19][CH3:20])=[O:18])[CH:8]=2)[N:3]=1.[NH:21]1[C:29]2[C:24](=[CH:25][C:26](B(O)O)=[CH:27][CH:28]=2)[CH:23]=[N:22]1.[O-]P([O-])([O-])=O.[K+].[K+].[K+], predict the reaction product. (6) Given the reactants Cl[CH2:2][C:3]1[CH:8]=[CH:7][C:6]([C@H:9]2[CH2:14][C@@H:13]([CH2:15][O:16][Si:17]([CH:24]([CH3:26])[CH3:25])([CH:21]([CH3:23])[CH3:22])[CH:18]([CH3:20])[CH3:19])[NH:12][CH2:11][C@@H:10]2[O:27][CH:28]([C:39]2[CH:40]=[CH:41][C:42]3[O:47][CH2:46][CH2:45][N:44]([CH2:48][CH2:49][CH2:50][O:51][CH3:52])[C:43]=3[CH:53]=2)[S:29]([C:32]2[CH:37]=[CH:36][C:35]([CH3:38])=[CH:34][CH:33]=2)(=[O:31])=[O:30])=[CH:5][CH:4]=1.[CH2:54]([O:56][C@H:57]([CH3:60])[CH2:58][OH:59])[CH3:55].[H-].[Na+], predict the reaction product. The product is: [CH2:54]([O:56][C@H:57]([CH3:60])[CH2:58][O:59][CH2:2][C:3]1[CH:8]=[CH:7][C:6]([C@H:9]2[CH2:14][C@@H:13]([CH2:15][O:16][Si:17]([CH:24]([CH3:26])[CH3:25])([CH:21]([CH3:23])[CH3:22])[CH:18]([CH3:20])[CH3:19])[NH:12][CH2:11][C@@H:10]2[O:27][CH:28]([C:39]2[CH:40]=[CH:41][C:42]3[O:47][CH2:46][CH2:45][N:44]([CH2:48][CH2:49][CH2:50][O:51][CH3:52])[C:43]=3[CH:53]=2)[S:29]([C:32]2[CH:37]=[CH:36][C:35]([CH3:38])=[CH:34][CH:33]=2)(=[O:31])=[O:30])=[CH:5][CH:4]=1)[CH3:55]. (7) Given the reactants [NH2:1][C:2]1[CH:7]=[CH:6][CH:5]=[CH:4][CH:3]=1.C([O-])([O-])=O.[Cs+].[Cs+].COC1C=C(C=CC=1)O[C:20]1[N:25]=[CH:24][N:23]=[C:22]([NH:26][C:27]2[N:32]=[C:31]([NH:33]C(=O)C=C)[CH:30]=[CH:29][CH:28]=2)[CH:21]=1, predict the reaction product. The product is: [NH2:33][C:31]1[N:32]=[C:27]([NH:26][C:22]2[CH:21]=[C:20]([NH:1][C:2]3[CH:7]=[CH:6][CH:5]=[CH:4][CH:3]=3)[N:25]=[CH:24][N:23]=2)[CH:28]=[CH:29][CH:30]=1.